The task is: Predict the reaction yield, written as a fraction of the theoretical maximum amount of product (1.0 means a 100% yield; for example, 0.34 means a 34% yield).. This data is from Reaction yield outcomes from USPTO patents with 853,638 reactions. (1) The reactants are [NH2:1][C:2](=[O:17])[CH2:3][O:4][C:5]1[CH:14]=[CH:13][C:8]([C:9]([O:11][CH3:12])=[O:10])=[C:7]([O:15][CH3:16])[CH:6]=1.[Br:18]Br. The catalyst is C(Cl)(Cl)Cl. The product is [NH2:1][C:2](=[O:17])[CH2:3][O:4][C:5]1[C:14]([Br:18])=[CH:13][C:8]([C:9]([O:11][CH3:12])=[O:10])=[C:7]([O:15][CH3:16])[CH:6]=1. The yield is 0.910. (2) The reactants are [F:1][C:2]1[CH:16]=[CH:15][CH:14]=[C:13]([F:17])[C:3]=1[O:4][C:5]1[CH:12]=[CH:11][C:8]([CH:9]=[O:10])=[CH:7][CH:6]=1.CC(C)=[O:20]. No catalyst specified. The product is [F:1][C:2]1[CH:16]=[CH:15][CH:14]=[C:13]([F:17])[C:3]=1[O:4][C:5]1[CH:12]=[CH:11][C:8]([C:9]([OH:20])=[O:10])=[CH:7][CH:6]=1. The yield is 0.700. (3) The reactants are [BH4-].[Na+].[CH2:3]([O:5][C:6]([C:8]1[S:9][C:10](S(C)(=O)=O)=[C:11]([C:27]#[N:28])[C:12]=1[C:13]1[CH:18]=[CH:17][C:16]([C:19]2[CH:24]=[CH:23][CH:22]=[CH:21][C:20]=2[C:25]#[N:26])=[CH:15][CH:14]=1)=[O:7])[CH3:4]. The catalyst is CCO. The product is [CH2:3]([O:5][C:6]([C:8]1[S:9][CH:10]=[C:11]([C:27]#[N:28])[C:12]=1[C:13]1[CH:14]=[CH:15][C:16]([C:19]2[CH:24]=[CH:23][CH:22]=[CH:21][C:20]=2[C:25]#[N:26])=[CH:17][CH:18]=1)=[O:7])[CH3:4]. The yield is 0.560. (4) The reactants are Br[C:2]1[CH:7]=[CH:6][C:5]([N+:8]([O-:10])=[O:9])=[CH:4][C:3]=1[CH2:11][CH2:12][O:13][CH3:14].C([O-])([O-])=O.[Cs+].[Cs+].[CH2:21]([SH:28])[C:22]1[CH:27]=[CH:26][CH:25]=[CH:24][CH:23]=1.O. The catalyst is CN(C=O)C. The product is [CH2:21]([S:28][C:2]1[CH:7]=[CH:6][C:5]([N+:8]([O-:10])=[O:9])=[CH:4][C:3]=1[CH2:11][CH2:12][O:13][CH3:14])[C:22]1[CH:27]=[CH:26][CH:25]=[CH:24][CH:23]=1. The yield is 0.880. (5) The reactants are [N:1]1[CH:6]=[CH:5][CH:4]=[C:3]([C:7]2[CH2:11][C@@H:10]([C:12]([NH:14][C:15]3[CH:20]=[CH:19][C:18]([CH:21]([N:28](C(OC(C)(C)C)=O)C(=O)OC(C)(C)C)[C:22]4[CH:27]=[CH:26][CH:25]=[CH:24][CH:23]=4)=[CH:17][CH:16]=3)=[O:13])[O:9][N:8]=2)[CH:2]=1.C(=O)=O.C([O-])(O)=O.[Na+]. The catalyst is C(Cl)Cl. The product is [NH2:28][CH:21]([C:22]1[CH:23]=[CH:24][CH:25]=[CH:26][CH:27]=1)[C:18]1[CH:17]=[CH:16][C:15]([NH:14][C:12]([CH:10]2[O:9][N:8]=[C:7]([C:3]3[CH:2]=[N:1][CH:6]=[CH:5][CH:4]=3)[CH2:11]2)=[O:13])=[CH:20][CH:19]=1. The yield is 0.300. (6) The reactants are CC[OH:3].[Br:4][C:5]1[CH:6]=[C:7]([N+:13]([O-])=O)[C:8]([C:11]#[N:12])=[N:9][CH:10]=1.C(OCC)(=O)C. The catalyst is [Ni].CCCCCC. The product is [NH2:13][C:7]1[C:8]([C:11]([NH2:12])=[O:3])=[N:9][CH:10]=[C:5]([Br:4])[CH:6]=1. The yield is 0.230. (7) The reactants are [C:14]1(P([C:14]2[CH:19]=[CH:18][CH:17]=[CH:16][CH:15]=2)[C:14]2[CH:19]=[CH:18][CH:17]=[CH:16][CH:15]=2)[CH:19]=[CH:18][CH:17]=[CH:16][CH:15]=1.[C:20]([N:27]1[CH2:32][CH2:31][CH:30]([OH:33])[CH2:29][CH2:28]1)([O:22][C:23]([CH3:26])([CH3:25])[CH3:24])=[O:21].C[CH2:35][O:36][C:37](/N=N/[C:37]([O:36][CH2:35]C)=[O:38])=[O:38]. The catalyst is C1COCC1. The product is [C:20]([N:27]1[CH2:32][CH2:31][CH:30]([O:33][C:14]2[CH:15]=[CH:16][C:17]([C:37]([O:36][CH3:35])=[O:38])=[CH:18][CH:19]=2)[CH2:29][CH2:28]1)([O:22][C:23]([CH3:26])([CH3:25])[CH3:24])=[O:21]. The yield is 0.400. (8) The reactants are [Cl:1][C:2]1[N:7]=[CH:6][C:5]([OH:8])=[CH:4][N:3]=1.C1(C)C(S(O[CH2:19][CH:20]2[CH2:25][O:24][C:23]([CH3:27])([CH3:26])[O:22][CH2:21]2)(=O)=O)=CC=CC=1.C(=O)([O-])[O-].[Cs+].[Cs+].O. The catalyst is CN1CCCC1=O. The product is [Cl:1][C:2]1[N:7]=[CH:6][C:5]([O:8][CH2:19][CH:20]2[CH2:25][O:24][C:23]([CH3:27])([CH3:26])[O:22][CH2:21]2)=[CH:4][N:3]=1. The yield is 0.740.